From a dataset of Full USPTO retrosynthesis dataset with 1.9M reactions from patents (1976-2016). Predict the reactants needed to synthesize the given product. Given the product [CH2:29]([NH:32][C:26]([CH:24]1[CH2:23][CH2:22][C:21]2[C:14]3[C:13]([NH:12][C:4]4[CH:5]=[C:6]5[C:10](=[CH:11][C:3]=4[O:2][CH3:1])[NH:9][N:8]=[CH:7]5)=[N:18][CH:17]=[N:16][C:15]=3[S:19][C:20]=2[CH2:25]1)=[O:28])[CH3:30], predict the reactants needed to synthesize it. The reactants are: [CH3:1][O:2][C:3]1[CH:11]=[C:10]2[C:6]([CH:7]=[N:8][NH:9]2)=[CH:5][C:4]=1[NH:12][C:13]1[C:14]2[C:21]3[CH2:22][CH2:23][CH:24]([C:26]([OH:28])=O)[CH2:25][C:20]=3[S:19][C:15]=2[N:16]=[CH:17][N:18]=1.[CH:29]([N:32](CC)C(C)C)(C)[CH3:30].[Cl-].C([NH3+])C.C(P1(=O)OP(CCC)(=O)OP(CCC)(=O)O1)CC.C(P(OP(CCC)=O)=O)CC.